This data is from Reaction yield outcomes from USPTO patents with 853,638 reactions. The task is: Predict the reaction yield, written as a fraction of the theoretical maximum amount of product (1.0 means a 100% yield; for example, 0.34 means a 34% yield). (1) The reactants are [CH3:1][C:2]1[CH:3]=[CH:4][N:5]2[CH:10]=[C:9]([CH:11]=[O:12])[N:8]([C:13]3[CH:18]=[CH:17][CH:16]=[CH:15][CH:14]=3)[C:7](=[O:19])[C:6]=12.[CH3:20][Mg]I.CCOCC. The catalyst is C1COCC1. The product is [OH:12][CH:11]([C:9]1[N:8]([C:13]2[CH:14]=[CH:15][CH:16]=[CH:17][CH:18]=2)[C:7](=[O:19])[C:6]2[N:5]([CH:4]=[CH:3][C:2]=2[CH3:1])[CH:10]=1)[CH3:20]. The yield is 0.897. (2) The reactants are [BH4-].[Na+].C(O)C.[Cl:6][C:7]1[CH:8]=[C:9]([C:15]2[CH:19]=[CH:18][N:17]([CH2:20][C@@H:21]([NH:23][C:24]([C:26]3[N:27]=[C:28]([C:31](OCC)=[O:32])[S:29][CH:30]=3)=[O:25])[CH3:22])[N:16]=2)[CH:10]=[CH:11][C:12]=1[C:13]#[N:14]. The catalyst is O. The product is [Cl:6][C:7]1[CH:8]=[C:9]([C:15]2[CH:19]=[CH:18][N:17]([CH2:20][C@@H:21]([NH:23][C:24]([C:26]3[N:27]=[C:28]([CH2:31][OH:32])[S:29][CH:30]=3)=[O:25])[CH3:22])[N:16]=2)[CH:10]=[CH:11][C:12]=1[C:13]#[N:14]. The yield is 0.586. (3) The catalyst is CN(C)C=O.C(#N)C.CO.[OH-].[Na+].C(OCC)(=O)C.C(O)C. The reactants are [CH3:1][O:2][C:3]([NH:5][C@H:6]([C:10]([N:12]1[CH2:16][CH2:15][CH2:14][C@H:13]1[C:17]1[NH:18][C:19]2[CH:29]=[CH:28][C:27]3[C:22](=[CH:23][CH:24]=[C:25]4[C:37]5[CH:36]=[CH:35][C:34]([C:38]6[NH:42][C:41]([C@H:43]7[CH2:47][CH2:46][CH2:45][N:44]7C(OC(C)(C)C)=O)=[N:40][CH:39]=6)=[CH:33][C:32]=5[CH2:31][O:30][C:26]4=3)[C:20]=2[N:21]=1)=[O:11])[CH:7]([CH3:9])[CH3:8])=[O:4].Cl.[CH3:56][O:57][C:58]([NH:60][C@@H:61]([CH:65]([CH3:67])[CH3:66])[C:62](O)=[O:63])=[O:59].CN(C(ON1N=NC2C=CC=NC1=2)=[N+](C)C)C.F[P-](F)(F)(F)(F)F.C(N(C(C)C)CC)(C)C. The yield is 0.670. The product is [CH3:1][O:2][C:3]([NH:5][C@@H:6]([CH:7]([CH3:9])[CH3:8])[C:10]([N:12]1[CH2:16][CH2:15][CH2:14][C@H:13]1[C:17]1[NH:18][C:19]2[CH:29]=[CH:28][C:27]3[C:22](=[CH:23][CH:24]=[C:25]4[C:37]5[CH:36]=[CH:35][C:34]([C:38]6[NH:42][C:41]([C@H:43]7[CH2:47][CH2:46][CH2:45][N:44]7[C:62](=[O:63])[C@@H:61]([NH:60][C:58](=[O:59])[O:57][CH3:56])[CH:65]([CH3:67])[CH3:66])=[N:40][CH:39]=6)=[CH:33][C:32]=5[CH2:31][O:30][C:26]4=3)[C:20]=2[N:21]=1)=[O:11])=[O:4]. (4) The reactants are I[C:2]1[CH:8]=[C:7]([C:9]([F:12])([F:11])[F:10])[CH:6]=[CH:5][C:3]=1[NH2:4].C(N(CC)CC)C.[CH3:20][Si:21]([C:24]#[CH:25])([CH3:23])[CH3:22]. The catalyst is C([O-])(O)=O.[Na+].Cl[Pd](Cl)([P](C1C=CC=CC=1)(C1C=CC=CC=1)C1C=CC=CC=1)[P](C1C=CC=CC=1)(C1C=CC=CC=1)C1C=CC=CC=1. The yield is 0.930. The product is [F:10][C:9]([F:12])([F:11])[C:7]1[CH:6]=[CH:5][C:3]([NH2:4])=[C:2]([C:25]#[C:24][Si:21]([CH3:23])([CH3:22])[CH3:20])[CH:8]=1. (5) The reactants are Br[CH:2]1[CH2:8][CH2:7][CH2:6][C:5]2[CH:9]=[C:10]([N:13]3[CH2:17][C@H:16]([CH2:18][NH:19][C:20](=[O:22])[CH3:21])[O:15][C:14]3=[O:23])[CH:11]=[CH:12][C:4]=2[C:3]1=O.[C:25]([NH2:28])(=[S:27])[CH3:26].C(=O)(O)[O-].[Na+]. The catalyst is C(O)C. The product is [CH3:26][C:25]1[S:27][C:2]2[CH2:8][CH2:7][CH2:6][C:5]3[CH:9]=[C:10]([N:13]4[CH2:17][C@H:16]([CH2:18][NH:19][C:20](=[O:22])[CH3:21])[O:15][C:14]4=[O:23])[CH:11]=[CH:12][C:4]=3[C:3]=2[N:28]=1. The yield is 0.240. (6) The reactants are [C:1]([O:5][C:6](=[O:26])[NH:7][C:8]1[S:9][C:10]2[CH:16]=[C:15]([CH2:17]Br)[CH:14]=[C:13]([C:19]3[CH:24]=[CH:23][CH:22]=[C:21]([Cl:25])[CH:20]=3)[C:11]=2[N:12]=1)([CH3:4])([CH3:3])[CH3:2].C([Sn](CCCC)(CCCC)[C:32]1[CH:37]=[CH:36][C:35]([N+:38]([O-:40])=[O:39])=[CH:34][CH:33]=1)CCC. The catalyst is [Pd].O1CCOCC1. The product is [C:1]([O:5][C:6](=[O:26])[NH:7][C:8]1[S:9][C:10]2[CH:16]=[C:15]([CH2:17][C:32]3[CH:37]=[CH:36][C:35]([N+:38]([O-:40])=[O:39])=[CH:34][CH:33]=3)[CH:14]=[C:13]([C:19]3[CH:24]=[CH:23][CH:22]=[C:21]([Cl:25])[CH:20]=3)[C:11]=2[N:12]=1)([CH3:4])([CH3:3])[CH3:2]. The yield is 0.380. (7) The reactants are [Br:1][C:2]1[C:3]([O:23][CH3:24])=[CH:4][C:5]([O:21]C)=[C:6]([C:8](=[O:20])[CH2:9][C:10]2[CH:19]=[CH:18][C:13]([C:14]([O:16][CH3:17])=[O:15])=[CH:12][CH:11]=2)[CH:7]=1. The catalyst is C(Cl)Cl. The product is [Br:1][C:2]1[C:3]([O:23][CH3:24])=[CH:4][C:5]([OH:21])=[C:6]([C:8](=[O:20])[CH2:9][C:10]2[CH:11]=[CH:12][C:13]([C:14]([O:16][CH3:17])=[O:15])=[CH:18][CH:19]=2)[CH:7]=1. The yield is 0.710.